This data is from Forward reaction prediction with 1.9M reactions from USPTO patents (1976-2016). The task is: Predict the product of the given reaction. (1) Given the reactants [O:1]=[C:2]1[C:7]2[CH:8]=[CH:9][CH:10]=[CH:11][C:6]=2[S:5][C:4]([C:12]2[N:17]=[C:16]([CH2:18][CH2:19][C:20](O)=[O:21])[CH:15]=[CH:14][CH:13]=2)=[N:3]1.[C:23]([O:27][C:28](=[O:34])[C@@H:29]1[CH2:33][CH2:32][CH2:31][NH:30]1)([CH3:26])([CH3:25])[CH3:24].CCN=C=NCCCN(C)C.C1C=CC2N(O)N=NC=2C=1, predict the reaction product. The product is: [O:1]=[C:2]1[C:7]2[CH:8]=[CH:9][CH:10]=[CH:11][C:6]=2[S:5][C:4]([C:12]2[N:17]=[C:16]([CH2:18][CH2:19][C:20]([N:30]3[CH2:31][CH2:32][CH2:33][CH:29]3[C:28]([O:27][C:23]([CH3:26])([CH3:24])[CH3:25])=[O:34])=[O:21])[CH:15]=[CH:14][CH:13]=2)=[N:3]1. (2) The product is: [NH2:10][C:8]1[CH:7]=[C:6]([S:13]([CH2:16][CH2:17][CH2:18][CH2:19][NH:20][C:21]2[C:26]([I:27])=[CH:25][N:24]=[C:23]([Cl:28])[N:22]=2)(=[NH:15])=[O:14])[CH:5]=[C:4]([N+:1]([O-:3])=[O:2])[CH:9]=1. Given the reactants [N+:1]([C:4]1[CH:5]=[C:6]([S:13]([CH2:16][CH2:17][CH2:18][CH2:19][NH:20][C:21]2[C:26]([I:27])=[CH:25][N:24]=[C:23]([Cl:28])[N:22]=2)(=[NH:15])=[O:14])[CH:7]=[C:8]([N+:10]([O-])=O)[CH:9]=1)([O-:3])=[O:2].Cl.[OH-].[Na+].CO, predict the reaction product. (3) Given the reactants C[O:2][C:3]1[CH:4]=[C:5]([C:9]2[O:10][C:11]([C:14]3[CH:19]=[CH:18][CH:17]=[C:16]([O:20]C)[CH:15]=3)=[N:12][N:13]=2)[CH:6]=[CH:7][CH:8]=1, predict the reaction product. The product is: [O:10]1[C:11]([C:14]2[CH:15]=[C:16]([OH:20])[CH:17]=[CH:18][CH:19]=2)=[N:12][N:13]=[C:9]1[C:5]1[CH:4]=[C:3]([OH:2])[CH:8]=[CH:7][CH:6]=1. (4) Given the reactants C(Cl)(=O)C(Cl)=O.CS(C)=O.[OH:11][CH2:12][C@@H:13]1[CH2:17][CH2:16][CH2:15][N:14]1[C:18]([O:20][C:21]([CH3:24])([CH3:23])[CH3:22])=[O:19].CCN(CC)CC, predict the reaction product. The product is: [CH:12]([C@@H:13]1[CH2:17][CH2:16][CH2:15][N:14]1[C:18]([O:20][C:21]([CH3:24])([CH3:23])[CH3:22])=[O:19])=[O:11]. (5) The product is: [C:45]1([CH3:55])[CH:46]=[CH:47][C:48]([S:51]([OH:54])(=[O:52])=[O:53])=[CH:49][CH:50]=1.[C:1]([C:5]1[S:9]/[C:8](=[N:10]\[C:11](=[O:12])[C:13]2[CH:31]=[C:30]([C:32]([F:34])([F:33])[F:35])[CH:29]=[CH:28][C:14]=2[O:15][CH2:16][C@@H:17]2[CH2:20][CH2:19][N:18]2[CH3:21])/[N:7]([CH2:36][CH:37]([CH3:39])[CH3:38])[CH:6]=1)([CH3:4])([CH3:3])[CH3:2]. Given the reactants [C:1]([C:5]1[S:9]/[C:8](=[N:10]\[C:11]([C:13]2[CH:31]=[C:30]([C:32]([F:35])([F:34])[F:33])[CH:29]=[CH:28][C:14]=2[O:15][CH2:16][C@@H:17]2[CH2:20][CH2:19][N:18]2[C:21](OC(C)(C)C)=O)=[O:12])/[N:7]([CH2:36][CH:37]([CH3:39])[CH3:38])[CH:6]=1)([CH3:4])([CH3:3])[CH3:2].C=O.C(O)=O.[C:45]1([CH3:55])[CH:50]=[CH:49][C:48]([S:51]([OH:54])(=[O:53])=[O:52])=[CH:47][CH:46]=1.O, predict the reaction product. (6) Given the reactants [CH3:1][C:2]1[N:6]=[C:5]([C:7]2[CH:12]=[CH:11][C:10]([N:13]3[CH:22]=[C:21]4[C:15]([CH2:16][CH2:17][N:18](C(OC(C)(C)C)=O)[CH2:19][CH2:20]4)=[N:14]3)=[CH:9][CH:8]=2)[O:4][N:3]=1.FC(F)(F)C(O)=O, predict the reaction product. The product is: [CH3:1][C:2]1[N:6]=[C:5]([C:7]2[CH:12]=[CH:11][C:10]([N:13]3[CH:22]=[C:21]4[C:15]([CH2:16][CH2:17][NH:18][CH2:19][CH2:20]4)=[N:14]3)=[CH:9][CH:8]=2)[O:4][N:3]=1. (7) Given the reactants [F:1][C:2]1[CH:3]=[CH:4][C:5]([N+:9]([O-:11])=[O:10])=[C:6]([OH:8])[CH:7]=1.C([O-])([O-])=O.[K+].[K+].I[CH2:19][CH2:20][CH3:21], predict the reaction product. The product is: [F:1][C:2]1[CH:3]=[CH:4][C:5]([N+:9]([O-:11])=[O:10])=[C:6]([O:8][CH2:19][CH2:20][CH3:21])[CH:7]=1. (8) Given the reactants [C:1]([O:5][C:6]([NH:8][C@@H:9]([CH2:17][CH3:18])[C:10](=O)[CH2:11][C:12]([O:14][CH3:15])=[O:13])=[O:7])([CH3:4])([CH3:3])[CH3:2].CC(C)([O-])C.[K+].N12CCN(CC1)CC2.C[N:34](/[CH:36]=[C:37](\[Cl:42])/[CH:38]=[N+](C)C)C.F[P-](F)(F)(F)(F)F.C([O-])(=O)C.[NH4+], predict the reaction product. The product is: [C:1]([O:5][C:6]([NH:8][C@H:9]([C:10]1[N:34]=[CH:36][C:37]([Cl:42])=[CH:38][C:11]=1[C:12]([O:14][CH3:15])=[O:13])[CH2:17][CH3:18])=[O:7])([CH3:4])([CH3:3])[CH3:2]. (9) Given the reactants [Si:1]([O:8][C:9]1[CH:14]=[CH:13][C:12]([C:15]2[CH:20]=[CH:19][C:18]([CH:21]=O)=[C:17]([Cl:23])[CH:16]=2)=[CH:11][CH:10]=1)([C:4]([CH3:7])([CH3:6])[CH3:5])([CH3:3])[CH3:2].Cl.[NH2:25][OH:26], predict the reaction product. The product is: [Si:1]([O:8][C:9]1[CH:14]=[CH:13][C:12]([C:15]2[CH:20]=[CH:19][C:18]([CH:21]=[N:25][OH:26])=[C:17]([Cl:23])[CH:16]=2)=[CH:11][CH:10]=1)([C:4]([CH3:7])([CH3:6])[CH3:5])([CH3:3])[CH3:2]. (10) Given the reactants [Cl:1][C:2]1[CH:7]=[C:6]([CH2:8][NH:9][C:10]([NH2:26])=[N:11][C:12](=[O:25])[CH2:13][C:14]2[C:22]3[C:17](=[CH:18][CH:19]=[C:20](OC)[CH:21]=3)[NH:16][CH:15]=2)[CH:5]=[C:4]([Cl:27])[C:3]=1[NH:28]C(=O)C.[F:32][C:33]1[CH:52]=[CH:51][C:36]([CH2:37]N2C3C(=CC=CC=3)C(CC(O)=O)=C2)=[CH:35][CH:34]=1.COC1C=C2C(=CC=1)NC=C2CC(N(C(SC)=N)C(=O)OC(C)(C)C)=O.ClC1C=C(C=C(Cl)C=1N)CN, predict the reaction product. The product is: [NH2:28][C:3]1[C:2]([Cl:1])=[CH:7][C:6]([CH2:8][NH:9][C:10]([NH2:26])=[N:11][C:12](=[O:25])[CH2:13][C:14]2[C:22]3[C:17](=[CH:18][CH:19]=[CH:20][CH:21]=3)[N:16]([CH2:37][C:36]3[CH:51]=[CH:52][C:33]([F:32])=[CH:34][CH:35]=3)[CH:15]=2)=[CH:5][C:4]=1[Cl:27].